Dataset: NCI-60 drug combinations with 297,098 pairs across 59 cell lines. Task: Regression. Given two drug SMILES strings and cell line genomic features, predict the synergy score measuring deviation from expected non-interaction effect. (1) Drug 1: C1=CC(=CC=C1C#N)C(C2=CC=C(C=C2)C#N)N3C=NC=N3. Drug 2: CC12CCC3C(C1CCC2O)C(CC4=C3C=CC(=C4)O)CCCCCCCCCS(=O)CCCC(C(F)(F)F)(F)F. Cell line: KM12. Synergy scores: CSS=6.67, Synergy_ZIP=-2.27, Synergy_Bliss=0.453, Synergy_Loewe=2.73, Synergy_HSA=-2.26. (2) Drug 1: CNC(=O)C1=NC=CC(=C1)OC2=CC=C(C=C2)NC(=O)NC3=CC(=C(C=C3)Cl)C(F)(F)F. Drug 2: N.N.Cl[Pt+2]Cl. Cell line: SF-295. Synergy scores: CSS=38.6, Synergy_ZIP=-2.39, Synergy_Bliss=-3.17, Synergy_Loewe=-30.6, Synergy_HSA=-4.02. (3) Drug 1: CC1=CC2C(CCC3(C2CCC3(C(=O)C)OC(=O)C)C)C4(C1=CC(=O)CC4)C. Drug 2: CS(=O)(=O)CCNCC1=CC=C(O1)C2=CC3=C(C=C2)N=CN=C3NC4=CC(=C(C=C4)OCC5=CC(=CC=C5)F)Cl. Cell line: ACHN. Synergy scores: CSS=16.1, Synergy_ZIP=-1.06, Synergy_Bliss=0.0381, Synergy_Loewe=-13.7, Synergy_HSA=-0.139. (4) Drug 1: C1=CC(=CC=C1CC(C(=O)O)N)N(CCCl)CCCl.Cl. Drug 2: CC1=C(C=C(C=C1)C(=O)NC2=CC(=CC(=C2)C(F)(F)F)N3C=C(N=C3)C)NC4=NC=CC(=N4)C5=CN=CC=C5. Cell line: SW-620. Synergy scores: CSS=14.4, Synergy_ZIP=0.809, Synergy_Bliss=8.38, Synergy_Loewe=3.27, Synergy_HSA=3.82. (5) Drug 1: C1=CC(=CC=C1CC(C(=O)O)N)N(CCCl)CCCl.Cl. Drug 2: C1=NC2=C(N1)C(=S)N=CN2. Cell line: LOX IMVI. Synergy scores: CSS=34.1, Synergy_ZIP=-2.43, Synergy_Bliss=-0.662, Synergy_Loewe=-21.3, Synergy_HSA=0.576. (6) Drug 1: CC(C1=C(C=CC(=C1Cl)F)Cl)OC2=C(N=CC(=C2)C3=CN(N=C3)C4CCNCC4)N. Drug 2: CC1=C(C(=CC=C1)Cl)NC(=O)C2=CN=C(S2)NC3=CC(=NC(=N3)C)N4CCN(CC4)CCO. Cell line: COLO 205. Synergy scores: CSS=-3.36, Synergy_ZIP=-1.87, Synergy_Bliss=-4.90, Synergy_Loewe=-7.74, Synergy_HSA=-8.86.